This data is from Peptide-MHC class I binding affinity with 185,985 pairs from IEDB/IMGT. The task is: Regression. Given a peptide amino acid sequence and an MHC pseudo amino acid sequence, predict their binding affinity value. This is MHC class I binding data. (1) The peptide sequence is NFDYPFFRK. The MHC is HLA-A31:01 with pseudo-sequence HLA-A31:01. The binding affinity (normalized) is 0.584. (2) The peptide sequence is RVLNLVENW. The MHC is HLA-A32:01 with pseudo-sequence HLA-A32:01. The binding affinity (normalized) is 0.717. (3) The peptide sequence is QLFIKDYRY. The MHC is HLA-A03:01 with pseudo-sequence HLA-A03:01. The binding affinity (normalized) is 0.0847. (4) The peptide sequence is ALMIAAQVVV. The MHC is HLA-A02:03 with pseudo-sequence HLA-A02:03. The binding affinity (normalized) is 0.606. (5) The peptide sequence is HDLMKQKCL. The MHC is HLA-B44:03 with pseudo-sequence HLA-B44:03. The binding affinity (normalized) is 0. (6) The peptide sequence is GMMDGWYGF. The MHC is HLA-B15:01 with pseudo-sequence HLA-B15:01. The binding affinity (normalized) is 0.714. (7) The peptide sequence is ARYSNFAWY. The MHC is HLA-B57:01 with pseudo-sequence HLA-B57:01. The binding affinity (normalized) is 0.0847. (8) The peptide sequence is ERWFVRNPF. The binding affinity (normalized) is 0.0847. The MHC is HLA-A80:01 with pseudo-sequence HLA-A80:01. (9) The peptide sequence is GLYLYRFHV. The MHC is HLA-A02:12 with pseudo-sequence HLA-A02:12. The binding affinity (normalized) is 0.834. (10) The peptide sequence is HQTLQDPRVR. The MHC is HLA-A31:01 with pseudo-sequence HLA-A31:01. The binding affinity (normalized) is 0.305.